Dataset: Forward reaction prediction with 1.9M reactions from USPTO patents (1976-2016). Task: Predict the product of the given reaction. (1) Given the reactants [C:1]([O:6][CH3:7])(=[O:5])[CH:2]([CH3:4])O.C(O)(=O)C=C, predict the reaction product. The product is: [C:1]([OH:6])(=[O:5])[CH:2]=[CH2:4].[C:1]([O:6][CH3:7])(=[O:5])[CH:2]=[CH2:4]. (2) Given the reactants I[C:2]1[CH:7]=[CH:6][C:5](C2NC([C@@H](N3C(=O)[C@@H](CCC(O)=O)NC3=O)C(C)C)=NC=2)=[CH:4][CH:3]=1.[Cl:29][C:30]1[CH:35]=[C:34]([I:36])[CH:33]=[CH:32][C:31]=1I.C1(C[C@H:42]2[NH:46][C:45](=[O:47])[N:44]([C@H:48]([C:57]3[NH:58][C:59](C4C=CC(I)=CC=4F)=[C:60](C)[N:61]=3)[C@H:49]([C:51]3[CH:56]=CC=C[CH:52]=3)C)[C:43]2=[O:71])CC1.C(OC(N[C@@H:80](CC(C)C)[C:81]([OH:83])=O)=O)(C)(C)C.ClN1C(=[O:94])CCC1=O, predict the reaction product. The product is: [Cl:29][C:30]1[CH:35]=[C:34]([I:36])[CH:33]=[CH:32][C:31]=1[C:60]1[NH:61][C:57]([C@@H:48]([N:44]2[C:43](=[O:71])[C@@H:42]([C:2]3[CH:3]=[CH:4][C:5]([O:94][CH2:80][CH2:81][OH:83])=[CH:6][CH:7]=3)[NH:46][C:45]2=[O:47])[CH2:49][CH:51]([CH3:56])[CH3:52])=[N:58][CH:59]=1.